From a dataset of Full USPTO retrosynthesis dataset with 1.9M reactions from patents (1976-2016). Predict the reactants needed to synthesize the given product. (1) Given the product [C:1]([O:4][C:5]1[CH:15]=[CH:14][CH:13]=[CH:12][C:6]=1[C:7]([O:9][CH2:10][O:29][C:27](=[O:28])[C:26]1[CH:25]=[CH:24][C:23]([S:22][CH2:21][CH:20]([O:19][N+:16]([O-:18])=[O:17])[CH2:32][O:33][N+:34]([O-:36])=[O:35])=[CH:31][CH:30]=1)=[O:8])(=[O:3])[CH3:2], predict the reactants needed to synthesize it. The reactants are: [C:1]([O:4][C:5]1[CH:15]=[CH:14][CH:13]=[CH:12][C:6]=1[C:7]([O:9][CH2:10]Cl)=[O:8])(=[O:3])[CH3:2].[N+:16]([O:19][CH:20]([CH2:32][O:33][N+:34]([O-:36])=[O:35])[CH2:21][S:22][C:23]1[CH:31]=[CH:30][C:26]([C:27]([OH:29])=[O:28])=[CH:25][CH:24]=1)([O-:18])=[O:17].CCN(CC)CC. (2) Given the product [CH2:43]([O:42][C:40]([C:39]1[C:35]([I:34])=[N:36][N:37]([CH2:58][CH:57]([NH:56][C:55]([O:54][C:50]([CH3:51])([CH3:53])[CH3:52])=[O:63])[CH:60]2[CH2:61][CH2:62]2)[C:38]=1[C:45]([O:47][CH2:48][CH3:49])=[O:46])=[O:41])[CH3:44], predict the reactants needed to synthesize it. The reactants are: C1C=CC(P(C2C=CC=CC=2)C2C=CC=CC=2)=CC=1.CC(OC(/N=N/C(OC(C)C)=O)=O)C.[I:34][C:35]1[C:39]([C:40]([O:42][CH2:43][CH3:44])=[O:41])=[C:38]([C:45]([O:47][CH2:48][CH3:49])=[O:46])[NH:37][N:36]=1.[C:50]([O:54][C:55](=[O:63])[NH:56][CH:57]([CH:60]1[CH2:62][CH2:61]1)[CH2:58]O)([CH3:53])([CH3:52])[CH3:51].